This data is from Peptide-MHC class II binding affinity with 134,281 pairs from IEDB. The task is: Regression. Given a peptide amino acid sequence and an MHC pseudo amino acid sequence, predict their binding affinity value. This is MHC class II binding data. (1) The peptide sequence is WASHIHLVIHRIRTL. The MHC is DRB4_0103 with pseudo-sequence DRB4_0103. The binding affinity (normalized) is 0.738. (2) The peptide sequence is LKSDLLRAGITLVPV. The MHC is DRB1_0401 with pseudo-sequence DRB1_0401. The binding affinity (normalized) is 0.375. (3) The MHC is DRB1_0101 with pseudo-sequence DRB1_0101. The binding affinity (normalized) is 0.778. The peptide sequence is NEREYSRYFGNVRLR. (4) The peptide sequence is ERSLWIIFSKNLNIK. The MHC is DRB1_0802 with pseudo-sequence DRB1_0802. The binding affinity (normalized) is 0.815. (5) The peptide sequence is DVVPEKYTIGATYAP. The MHC is HLA-DPA10103-DPB10301 with pseudo-sequence HLA-DPA10103-DPB10301. The binding affinity (normalized) is 0.0914. (6) The peptide sequence is VDSIGMLPRFTP. The MHC is DRB1_0401 with pseudo-sequence DRB1_0401. The binding affinity (normalized) is 0. (7) The peptide sequence is NLPLQLGFSTGVNLV. The MHC is DRB1_1501 with pseudo-sequence DRB1_1501. The binding affinity (normalized) is 0.507. (8) The peptide sequence is VTLRIRNVRFSDEGG. The MHC is DRB1_1201 with pseudo-sequence DRB1_1201. The binding affinity (normalized) is 0.435. (9) The peptide sequence is RVIRGKKGAGGITIK. The MHC is DRB1_0301 with pseudo-sequence DRB1_0301. The binding affinity (normalized) is 0.